From a dataset of Forward reaction prediction with 1.9M reactions from USPTO patents (1976-2016). Predict the product of the given reaction. Given the reactants [Cl:1][C:2]1[CH:7]=[CH:6][CH:5]=[CH:4][C:3]=1[C:8]1[N:13]=[C:12]([C:14]([OH:16])=O)[CH:11]=[CH:10][CH:9]=1.[CH3:17][O:18][C:19](=[O:24])[C:20]([CH3:23])([CH3:22])[NH2:21], predict the reaction product. The product is: [Cl:1][C:2]1[CH:7]=[CH:6][CH:5]=[CH:4][C:3]=1[C:8]1[N:13]=[C:12]([C:14]([NH:21][C:20]([CH3:23])([CH3:22])[C:19]([O:18][CH3:17])=[O:24])=[O:16])[CH:11]=[CH:10][CH:9]=1.